From a dataset of Forward reaction prediction with 1.9M reactions from USPTO patents (1976-2016). Predict the product of the given reaction. The product is: [NH2:20][C:10]1[CH:11]=[C:12]([NH:15][C:16](=[O:19])[O:17][CH3:18])[CH:13]=[CH:14][C:9]=1[NH:8][CH2:7][CH:2]1[CH2:3][O:4][CH2:5][CH2:6][O:1]1. Given the reactants [O:1]1[CH2:6][CH2:5][O:4][CH2:3][CH:2]1[CH2:7][NH:8][C:9]1[CH:14]=[CH:13][C:12]([NH:15][C:16](=[O:19])[O:17][CH3:18])=[CH:11][C:10]=1[N+:20]([O-])=O, predict the reaction product.